Dataset: Forward reaction prediction with 1.9M reactions from USPTO patents (1976-2016). Task: Predict the product of the given reaction. (1) Given the reactants [NH2:1][CH2:2][C:3]1([CH:8]([N:12]2[CH:16]=[C:15]([C:17]3[C:18]4[CH:25]=[CH:24][NH:23][C:19]=4[N:20]=[CH:21][N:22]=3)[CH:14]=[N:13]2)[CH2:9][C:10]#[N:11])[CH2:7][CH2:6][CH2:5][CH2:4]1.[C:26](Cl)(=[O:33])[C:27]1[CH:32]=[CH:31][CH:30]=[CH:29][CH:28]=1, predict the reaction product. The product is: [C:10]([CH2:9][CH:8]([C:3]1([CH2:2][NH:1][C:26](=[O:33])[C:27]2[CH:32]=[CH:31][CH:30]=[CH:29][CH:28]=2)[CH2:7][CH2:6][CH2:5][CH2:4]1)[N:12]1[CH:16]=[C:15]([C:17]2[C:18]3[CH:25]=[CH:24][NH:23][C:19]=3[N:20]=[CH:21][N:22]=2)[CH:14]=[N:13]1)#[N:11]. (2) The product is: [N+:1]([C:4]1[CH:9]=[CH:8][C:7]([C@@H:10]([NH:12][C:13]([C:15]2[CH:16]=[C:17]3[C:21](=[CH:22][CH:23]=2)[N:20]([CH2:24][C:25]2[CH:30]=[CH:29][C:28]([C:31]4[CH:32]=[CH:33][C:34]([C:37]([OH:39])=[O:38])=[CH:35][CH:36]=4)=[CH:27][CH:26]=2)[CH:19]=[CH:18]3)=[O:14])[CH3:11])=[CH:6][CH:5]=1)([O-:3])=[O:2]. Given the reactants [N+:1]([C:4]1[CH:9]=[CH:8][C:7]([C@@H:10]([NH:12][C:13]([C:15]2[CH:16]=[C:17]3[C:21](=[CH:22][CH:23]=2)[N:20]([CH2:24][C:25]2[CH:30]=[CH:29][C:28]([C:31]4[CH:36]=[CH:35][C:34]([C:37]([O:39]CC)=[O:38])=[CH:33][CH:32]=4)=[CH:27][CH:26]=2)[CH:19]=[CH:18]3)=[O:14])[CH3:11])=[CH:6][CH:5]=1)([O-:3])=[O:2].[OH-].[Na+].Cl, predict the reaction product.